Dataset: Reaction yield outcomes from USPTO patents with 853,638 reactions. Task: Predict the reaction yield, written as a fraction of the theoretical maximum amount of product (1.0 means a 100% yield; for example, 0.34 means a 34% yield). (1) The reactants are [CH2:1]([NH2:8])[C:2]1[CH:7]=[CH:6][CH:5]=[CH:4][CH:3]=1.[CH3:9][C:10]1([CH3:23])[O:22][C:14]2[C:15]([CH3:21])=[N:16][CH:17]=[C:18]([CH:19]=O)[C:13]=2[CH2:12][O:11]1.O1CCCC1.[BH3-]C#N.[Na+]. The catalyst is C(O)(=O)C.ClCCl. The product is [CH2:1]([NH:8][CH2:19][C:18]1[CH:17]=[N:16][C:15]([CH3:21])=[C:14]2[O:22][C:10]([CH3:23])([CH3:9])[O:11][CH2:12][C:13]=12)[C:2]1[CH:7]=[CH:6][CH:5]=[CH:4][CH:3]=1. The yield is 0.507. (2) The reactants are [Cl:1][C:2]1[N:7]=[C:6]([C:8]2[S:12][C:11]([CH:13]([CH3:15])[CH3:14])=[N:10][C:9]=2[C:16]2[CH:17]=[C:18]([CH:20]=[CH:21][CH:22]=2)[NH2:19])[CH:5]=[CH:4][N:3]=1.[F:23][C:24]1[CH:25]=[C:26]([S:30](Cl)(=[O:32])=[O:31])[CH:27]=[CH:28][CH:29]=1. No catalyst specified. The product is [Cl:1][C:2]1[N:7]=[C:6]([C:8]2[S:12][C:11]([CH:13]([CH3:15])[CH3:14])=[N:10][C:9]=2[C:16]2[CH:17]=[C:18]([NH:19][S:30]([C:26]3[CH:27]=[CH:28][CH:29]=[C:24]([F:23])[CH:25]=3)(=[O:32])=[O:31])[CH:20]=[CH:21][CH:22]=2)[CH:5]=[CH:4][N:3]=1. The yield is 1.00. (3) The reactants are Br[C:2]1[C:10]2[C:5](=[CH:6][C:7]([F:11])=[CH:8][CH:9]=2)[N:4]([S:12]([C:15]2[CH:20]=[CH:19][CH:18]=[CH:17][CH:16]=2)(=[O:14])=[O:13])[CH:3]=1.[CH3:21][C:22]1[C:27](B2OC(C)(C)C(C)(C)O2)=[CH:26][CH:25]=[CH:24][N:23]=1. No catalyst specified. The product is [F:11][C:7]1[CH:6]=[C:5]2[C:10]([C:2]([C:27]3[C:22]([CH3:21])=[N:23][CH:24]=[CH:25][CH:26]=3)=[CH:3][N:4]2[S:12]([C:15]2[CH:20]=[CH:19][CH:18]=[CH:17][CH:16]=2)(=[O:14])=[O:13])=[CH:9][CH:8]=1. The yield is 0.810. (4) The reactants are [C:1]1(=[O:8])[CH2:7][CH2:6][CH2:5][CH2:4][CH2:3][CH2:2]1.Br[C:10]1[CH:15]=[CH:14][C:13]([F:16])=[CH:12][CH:11]=1.CC(C)([O-])C.[Na+]. The catalyst is C1COCC1.C1C=CC(/C=C/C(/C=C/C2C=CC=CC=2)=O)=CC=1.C1C=CC(/C=C/C(/C=C/C2C=CC=CC=2)=O)=CC=1.C1C=CC(/C=C/C(/C=C/C2C=CC=CC=2)=O)=CC=1.[Pd].[Pd].C1(P(C2C=CC=CC=2)C2C3OC4C(=CC=CC=4P(C4C=CC=CC=4)C4C=CC=CC=4)C(C)(C)C=3C=CC=2)C=CC=CC=1. The product is [F:16][C:13]1[CH:14]=[CH:15][C:10]([CH:2]2[CH2:3][CH2:4][CH2:5][CH2:6][CH2:7][C:1]2=[O:8])=[CH:11][CH:12]=1. The yield is 0.220. (5) The reactants are F.F.F.C(N(CC)CC)C.[Si]([O:28][CH2:29][C@H:30]1[O:34][C@@H:33]([N:35]2[CH:42]=[C:41]([CH3:43])[C:39](=[O:40])[NH:38][C:36]2=[O:37])[C@H:32]([O:44][CH2:45][CH2:46][O:47][N:48]([CH3:50])[CH3:49])[C@@H:31]1[OH:51])(C(C)(C)C)(C1C=CC=CC=1)C1C=CC=CC=1.CO. The catalyst is C1COCC1.C(Cl)Cl. The product is [CH3:49][N:48]([CH3:50])[O:47][CH2:46][CH2:45][O:44][C@@H:32]1[C@H:31]([OH:51])[C@@H:30]([CH2:29][OH:28])[O:34][C@H:33]1[N:35]1[CH:42]=[C:41]([CH3:43])[C:39](=[O:40])[NH:38][C:36]1=[O:37]. The yield is 0.925.